From a dataset of Forward reaction prediction with 1.9M reactions from USPTO patents (1976-2016). Predict the product of the given reaction. (1) The product is: [BrH:1].[Cl:15][C:8]1[C:9]2[C:14](=[CH:13][CH:12]=[CH:11][CH:10]=2)[C:5]([C:3]2[N:19]3[CH2:20][CH2:21][N:17]=[C:18]3[S:22][C:2]=2[CH3:16])=[CH:6][CH:7]=1. Given the reactants [Br:1][CH:2]([CH3:16])[C:3]([C:5]1[C:14]2[C:9](=[CH:10][CH:11]=[CH:12][CH:13]=2)[C:8]([Cl:15])=[CH:7][CH:6]=1)=O.[NH:17]1[CH2:21][CH2:20][NH:19][C:18]1=[S:22].CC(O)=O, predict the reaction product. (2) Given the reactants COB1[CH:4]2[CH2:5][CH2:6][CH2:11][CH:4]1[CH2:5][CH2:6][CH2:11]2.C([Li])CCC.P([O-])([O-])([O-])=O.[K+].[K+].[K+].[CH2:25]([NH:29][C:30]1[N:35]=[C:34]([C:36]2[C:37]([C:46]3[CH:51]=[CH:50][C:49]([F:52])=[CH:48][CH:47]=3)=[N:38][N:39]3[C:44](Cl)=[CH:43][CH:42]=[CH:41][C:40]=23)[CH:33]=[CH:32][N:31]=1)[CH2:26][CH2:27][CH3:28].B.C([O-])(=O)C.[Na+], predict the reaction product. The product is: [CH2:25]([NH:29][C:30]1[N:35]=[C:34]([C:36]2[C:37]([C:46]3[CH:51]=[CH:50][C:49]([F:52])=[CH:48][CH:47]=3)=[N:38][N:39]3[C:44]([CH2:11][CH2:4][CH2:5][CH3:6])=[CH:43][CH:42]=[CH:41][C:40]=23)[CH:33]=[CH:32][N:31]=1)[CH2:26][CH2:27][CH3:28]. (3) Given the reactants [CH2:1]([O:3][C:4](=[O:22])[C:5]([CH3:21])([O:14][C:15]1[CH:20]=[CH:19][CH:18]=[CH:17][CH:16]=1)[CH2:6][C:7]1[CH:12]=[CH:11][C:10]([OH:13])=[CH:9][CH:8]=1)[CH3:2].[F:23][C:24]1[CH:29]=[CH:28][C:27]([C:30]2[CH:35]=[CH:34][CH:33]=[C:32]([C:36]3[O:37][C:38]([CH3:54])=[C:39]([CH2:41][CH2:42]OS(C4C=CC(C)=CC=4)(=O)=O)[N:40]=3)[CH:31]=2)=[CH:26][CH:25]=1.C([O-])([O-])=O.[Cs+].[Cs+], predict the reaction product. The product is: [CH2:1]([O:3][C:4](=[O:22])[C:5]([CH3:21])([O:14][C:15]1[CH:20]=[CH:19][CH:18]=[CH:17][CH:16]=1)[CH2:6][C:7]1[CH:12]=[CH:11][C:10]([O:13][CH2:42][CH2:41][C:39]2[N:40]=[C:36]([C:32]3[CH:31]=[C:30]([C:27]4[CH:26]=[CH:25][C:24]([F:23])=[CH:29][CH:28]=4)[CH:35]=[CH:34][CH:33]=3)[O:37][C:38]=2[CH3:54])=[CH:9][CH:8]=1)[CH3:2].